From a dataset of Reaction yield outcomes from USPTO patents with 853,638 reactions. Predict the reaction yield, written as a fraction of the theoretical maximum amount of product (1.0 means a 100% yield; for example, 0.34 means a 34% yield). (1) The reactants are Br[C:2]1[CH:3]=[C:4]([O:18][CH3:19])[CH:5]=[C:6]2[C:11]=1[O:10][C:9]([C:12]([O:14][CH2:15][CH3:16])=[O:13])=[CH:8][C:7]2=[O:17].C1(P(C2C=CC=CC=2)C2C=CC3C(=CC=CC=3)C=2C2C3C(=CC=CC=3)C=CC=2P(C2C=CC=CC=2)C2C=CC=CC=2)C=CC=CC=1.[CH3:66][N:67]1[CH2:73][CH2:72][CH2:71][NH:70][CH2:69][CH2:68]1.C(=O)([O-])[O-].[Cs+].[Cs+]. The catalyst is C1(C)C=CC=CC=1. The product is [CH2:15]([O:14][C:12]([C:9]1[O:10][C:11]2[C:6]([C:7](=[O:17])[CH:8]=1)=[CH:5][C:4]([O:18][CH3:19])=[CH:3][C:2]=2[N:70]1[CH2:71][CH2:72][CH2:73][N:67]([CH3:66])[CH2:68][CH2:69]1)=[O:13])[CH3:16]. The yield is 0.600. (2) The reactants are [F:1][C:2]1[CH:7]=[CH:6][C:5]([CH2:8][CH2:9][C:10](O)=[O:11])=[C:4]([CH2:13][CH:14]2[CH:19]([C:20]3[O:21][CH:22]=[C:23]([C:25](=[O:36])[NH:26][CH2:27][CH2:28][CH2:29][CH2:30][CH2:31][CH2:32][CH2:33][CH2:34][CH3:35])[N:24]=3)[CH:18]3[O:37][CH:15]2[CH2:16][CH2:17]3)[CH:3]=1.[F:38][C:39]([F:45])([F:44])[S:40]([NH2:43])(=[O:42])=[O:41]. No catalyst specified. The product is [CH2:27]([NH:26][C:25]([C:23]1[N:24]=[C:20]([CH:19]2[CH:14]([CH2:13][C:4]3[CH:3]=[C:2]([F:1])[CH:7]=[CH:6][C:5]=3[CH2:8][CH2:9][C:10](=[O:11])[NH:43][S:40]([C:39]([F:45])([F:44])[F:38])(=[O:42])=[O:41])[CH:15]3[O:37][CH:18]2[CH2:17][CH2:16]3)[O:21][CH:22]=1)=[O:36])[CH2:28][CH2:29][CH2:30][CH2:31][CH2:32][CH2:33][CH2:34][CH3:35]. The yield is 0.600. (3) The reactants are [CH:1](=[O:5])[CH2:2][CH:3]=[O:4].[OH:6][C:7]1[C:16]2[C:11](=[CH:12][C:13]([OH:18])=[C:14]([OH:17])[CH:15]=2)[O:10][C:9](=[O:19])[CH:8]=1. The catalyst is C(O)C. The product is [OH:6][C:7]1[C:16]2[C:11](=[CH:12][C:13]([OH:18])=[C:14]([OH:17])[CH:15]=2)[O:10][C:9](=[O:19])[C:8]=1[C:7]1[C:2]2[C:1](=[O:5])[C:16]3[C:11](=[CH:12][CH:13]=[CH:14][CH:15]=3)[O:10][C:3]=2[O:4][CH2:9][CH:8]=1. The yield is 0.410. (4) The product is [C:18]([C:6]1[CH:7]=[C:8]([C:14]([CH3:16])([CH3:15])[CH3:17])[C:9]([N+:11]([O-:13])=[O:12])=[CH:10][C:5]=1[OH:4])([CH3:19])([CH3:20])[CH3:21]. The reactants are COC(=O)[O:4][C:5]1[CH:10]=[C:9]([N+:11]([O-:13])=[O:12])[C:8]([C:14]([CH3:17])([CH3:16])[CH3:15])=[CH:7][C:6]=1[C:18]([CH3:21])([CH3:20])[CH3:19].COC(=O)OC1C([N+]([O-])=O)=CC(C(C)(C)C)=CC=1C(C)(C)C.[OH-].[K+].Cl. The catalyst is CO. The yield is 0.290.